From a dataset of Forward reaction prediction with 1.9M reactions from USPTO patents (1976-2016). Predict the product of the given reaction. (1) Given the reactants [BH4-].[Na+].[CH2:3]([N:10]1[CH2:15][CH2:14][N:13]2[N:16]=[C:17]([C:19](OCC)=[O:20])[CH:18]=[C:12]2[C:11]1=[O:24])[C:4]1[CH:9]=[CH:8][CH:7]=[CH:6][CH:5]=1.CO.Cl, predict the reaction product. The product is: [CH2:3]([N:10]1[CH2:15][CH2:14][N:13]2[N:16]=[C:17]([CH2:19][OH:20])[CH:18]=[C:12]2[C:11]1=[O:24])[C:4]1[CH:5]=[CH:6][CH:7]=[CH:8][CH:9]=1. (2) The product is: [CH3:22][O:21][C:18]1[C:17]([C:23]2[CH:28]=[CH:27][CH:26]=[C:25]([N+:29]([O-:31])=[O:30])[CH:24]=2)=[CH:16][C:15]([CH2:14][N:12]2[C:11](=[O:32])[CH2:10][C@H:9]([O:8][C:6](=[O:7])[NH2:5])[CH2:13]2)=[CH:20][CH:19]=1. Given the reactants ClS([N:5]=[C:6]=[O:7])(=O)=O.[OH:8][C@@H:9]1[CH2:13][N:12]([CH2:14][C:15]2[CH:16]=[C:17]([C:23]3[CH:28]=[CH:27][CH:26]=[C:25]([N+:29]([O-:31])=[O:30])[CH:24]=3)[C:18]([O:21][CH3:22])=[CH:19][CH:20]=2)[C:11](=[O:32])[CH2:10]1.O, predict the reaction product. (3) Given the reactants NCCCC[CH2:6][CH2:7][CH2:8][CH2:9][N:10]1[CH2:26][CH2:25][CH2:24][CH2:23][O:22][C:21]2[CH:20]=[CH:19][CH:18]=[CH:17][C:16]=2[CH2:15][NH:14][C:13](=[N:27][C:28](=[O:34])[O:29][C:30]([CH3:33])([CH3:32])[CH3:31])[NH:12][C:11]1=[O:35].[CH2:36]([N:40]([C:48](=[N:52][C:53]([O:55][C:56]([CH3:59])([CH3:58])[CH3:57])=[O:54])[NH:49]SC)[C:41](=[O:47])[O:42][C:43]([CH3:46])([CH3:45])[CH3:44])[CH:37]=[CH:38][CH3:39].CCN(CC)CC.[CH2:67]1[CH2:71]O[CH2:69][CH2:68]1, predict the reaction product. The product is: [CH2:71]([NH:49][C:48]([N:40]([CH2:36][CH2:37][CH2:38][CH2:39][CH2:6][CH2:7][CH2:8][CH2:9][N:10]1[CH2:26][CH2:25][CH2:24][CH2:23][O:22][C:21]2[CH:20]=[CH:19][CH:18]=[CH:17][C:16]=2[CH2:15][NH:14][C:13](=[N:27][C:28]([O:29][C:30]([CH3:32])([CH3:31])[CH3:33])=[O:34])[NH:12][C:11]1=[O:35])[C:41](=[O:47])[O:42][C:43]([CH3:46])([CH3:45])[CH3:44])=[N:52][C:53]([O:55][C:56]([CH3:59])([CH3:58])[CH3:57])=[O:54])/[CH:67]=[CH:68]/[CH3:69]. (4) Given the reactants [CH3:1][CH:2]1[CH2:4][N:3]1[P:5](=[O:20])([O:13][C:14]1[CH:19]=[CH:18][CH:17]=[CH:16][CH:15]=1)[O:6][C:7]1[CH:12]=[CH:11][CH:10]=[CH:9][CH:8]=1.[C:21]1([Mg]Cl)[CH:26]=[CH:25][CH:24]=[CH:23][CH:22]=1, predict the reaction product. The product is: [C:21]1([CH2:4][CH:2]([NH:3][P:5](=[O:20])([O:13][C:14]2[CH:19]=[CH:18][CH:17]=[CH:16][CH:15]=2)[O:6][C:7]2[CH:12]=[CH:11][CH:10]=[CH:9][CH:8]=2)[CH3:1])[CH:26]=[CH:25][CH:24]=[CH:23][CH:22]=1. (5) Given the reactants Br[C:2]1[CH:10]=[C:9]([C:11]([F:14])([F:13])[F:12])[CH:8]=[C:7]2[C:3]=1[CH:4]=[N:5][NH:6]2.[CH3:15][O:16][C:17]([C:19]1[CH:24]=[CH:23][C:22](B(O)O)=[C:21]([CH3:28])[CH:20]=1)=[O:18], predict the reaction product. The product is: [CH3:28][C:21]1[CH:20]=[C:19]([CH:24]=[CH:23][C:22]=1[C:2]1[CH:10]=[C:9]([C:11]([F:14])([F:13])[F:12])[CH:8]=[C:7]2[C:3]=1[CH:4]=[N:5][NH:6]2)[C:17]([O:16][CH3:15])=[O:18]. (6) Given the reactants [Cl:1][CH2:2][CH2:3][CH2:4][C:5](Cl)=[O:6].[NH2:8][CH2:9][C:10]1[N:14]=[C:13]([C:15]2[CH:20]=[N:19][C:18]3[N:21]([CH2:24][CH3:25])[N:22]=[CH:23][C:17]=3[C:16]=2[NH:26][CH:27]2[CH2:32][CH2:31][O:30][CH2:29][CH2:28]2)[O:12][N:11]=1.C(N(C(C)C)CC)(C)C, predict the reaction product. The product is: [Cl:1][CH2:2][CH2:3][CH2:4][C:5]([NH:8][CH2:9][C:10]1[N:14]=[C:13]([C:15]2[C:16]([NH:26][CH:27]3[CH2:32][CH2:31][O:30][CH2:29][CH2:28]3)=[C:17]3[CH:23]=[N:22][N:21]([CH2:24][CH3:25])[C:18]3=[N:19][CH:20]=2)[O:12][N:11]=1)=[O:6].